From a dataset of Forward reaction prediction with 1.9M reactions from USPTO patents (1976-2016). Predict the product of the given reaction. (1) Given the reactants Br[C:2]1[C:3]([F:16])=[C:4]([NH:8][S:9]([CH2:12][CH2:13][CH2:14][F:15])(=[O:11])=[O:10])[CH:5]=[CH:6][CH:7]=1.[B:17]1([B:17]2[O:21][C:20]([CH3:23])([CH3:22])[C:19]([CH3:25])([CH3:24])[O:18]2)[O:21][C:20]([CH3:23])([CH3:22])[C:19]([CH3:25])([CH3:24])[O:18]1.C(Cl)Cl, predict the reaction product. The product is: [F:15][CH2:14][CH2:13][CH2:12][S:9]([NH:8][C:4]1[CH:5]=[CH:6][CH:7]=[C:2]([B:17]2[O:21][C:20]([CH3:23])([CH3:22])[C:19]([CH3:25])([CH3:24])[O:18]2)[C:3]=1[F:16])(=[O:11])=[O:10]. (2) Given the reactants Br[C:2]1[C:11]2[C:6](=[CH:7][CH:8]=[CH:9][CH:10]=2)[C:5](=[O:12])[O:4][C:3]=1[CH:13]([OH:15])[CH3:14].[CH3:16][O:17][C:18]1[N:23]=[CH:22][C:21](B(O)O)=[CH:20][CH:19]=1.C([O-])([O-])=O.[Cs+].[Cs+], predict the reaction product. The product is: [OH:15][CH:13]([C:3]1[O:4][C:5](=[O:12])[C:6]2[C:11]([C:2]=1[C:21]1[CH:22]=[N:23][C:18]([O:17][CH3:16])=[CH:19][CH:20]=1)=[CH:10][CH:9]=[CH:8][CH:7]=2)[CH3:14]. (3) Given the reactants F[C:2]1[CH:7]=[CH:6][C:5]([N+:8]([O-:10])=[O:9])=[C:4]([CH3:11])[CH:3]=1.[C:12]1([S:18]([O-:20])=[O:19])[CH:17]=[CH:16][CH:15]=[CH:14][CH:13]=1.[Na+], predict the reaction product. The product is: [C:12]1([S:18]([C:2]2[CH:7]=[CH:6][C:5]([N+:8]([O-:10])=[O:9])=[C:4]([CH3:11])[CH:3]=2)(=[O:20])=[O:19])[CH:17]=[CH:16][CH:15]=[CH:14][CH:13]=1. (4) Given the reactants [CH2:1]([O:23][C:24]1[CH:36]=[CH:35][C:34]2[C:33]3[C:28](=[CH:29][CH:30]=[CH:31][CH:32]=3)[C:27]([C:38]3[CH:43]=[CH:42][C:41]([Cl:44])=[CH:40][CH:39]=3)(O)[C:26]=2[CH:25]=1)[CH2:2][CH2:3][CH2:4][CH2:5][CH2:6][CH2:7][CH2:8][CH2:9][CH2:10][CH2:11][CH2:12][CH2:13][CH2:14][CH2:15][CH2:16][CH2:17][CH2:18][CH2:19][CH2:20][CH2:21][CH3:22].C([Br:48])(=O)C, predict the reaction product. The product is: [CH2:1]([O:23][C:24]1[CH:36]=[CH:35][C:34]2[C:33]3[C:28](=[CH:29][CH:30]=[CH:31][CH:32]=3)[C:27]([C:38]3[CH:43]=[CH:42][C:41]([Cl:44])=[CH:40][CH:39]=3)([Br:48])[C:26]=2[CH:25]=1)[CH2:2][CH2:3][CH2:4][CH2:5][CH2:6][CH2:7][CH2:8][CH2:9][CH2:10][CH2:11][CH2:12][CH2:13][CH2:14][CH2:15][CH2:16][CH2:17][CH2:18][CH2:19][CH2:20][CH2:21][CH3:22]. (5) Given the reactants [CH3:1][N:2]1[CH:6]=[C:5]([C:7]2[CH:8]=[CH:9][C:10]3[N:11]([C:13]([CH2:16][C:17]4[CH:18]=[CH:19][C:20]5[N:21]([C:23]([CH:26]=[CH2:27])=[CH:24][N:25]=5)[CH:22]=4)=[CH:14][N:15]=3)[N:12]=2)[CH:4]=[N:3]1.[OH2:28].[O-][Mn](=O)(=O)=O.[K+].[OH-:35].[Na+], predict the reaction product. The product is: [CH3:1][N:2]1[CH:6]=[C:5]([C:7]2[CH:8]=[CH:9][C:10]3[N:11]([C:13]([CH2:16][C:17]4[CH:18]=[CH:19][C:20]5[N:21]([C:23]([CH:26]([OH:35])[CH2:27][OH:28])=[CH:24][N:25]=5)[CH:22]=4)=[CH:14][N:15]=3)[N:12]=2)[CH:4]=[N:3]1.